This data is from Peptide-MHC class I binding affinity with 185,985 pairs from IEDB/IMGT. The task is: Regression. Given a peptide amino acid sequence and an MHC pseudo amino acid sequence, predict their binding affinity value. This is MHC class I binding data. (1) The peptide sequence is MPAMVPPYA. The MHC is HLA-B07:02 with pseudo-sequence HLA-B07:02. The binding affinity (normalized) is 0.272. (2) The peptide sequence is GLYEAIEEC. The MHC is HLA-B15:09 with pseudo-sequence HLA-B15:09. The binding affinity (normalized) is 0.0847. (3) The peptide sequence is FHRKKTDAL. The MHC is HLA-A25:01 with pseudo-sequence HLA-A25:01. The binding affinity (normalized) is 0.0847. (4) The peptide sequence is LSEYETMVDY. The MHC is HLA-A33:01 with pseudo-sequence HLA-A33:01. The binding affinity (normalized) is 0. (5) The peptide sequence is GPRRAAWRI. The MHC is HLA-B35:01 with pseudo-sequence HLA-B35:01. The binding affinity (normalized) is 0.0847. (6) The peptide sequence is TSAICSVVR. The MHC is HLA-A02:02 with pseudo-sequence HLA-A02:02. The binding affinity (normalized) is 0.0939. (7) The peptide sequence is FSPRLCRPF. The MHC is BoLA-JSP.1 with pseudo-sequence BoLA-JSP.1. The binding affinity (normalized) is 0.787. (8) The peptide sequence is FQAGMRLYF. The MHC is HLA-B15:17 with pseudo-sequence HLA-B15:17. The binding affinity (normalized) is 0.0847.